Dataset: Peptide-MHC class II binding affinity with 134,281 pairs from IEDB. Task: Regression. Given a peptide amino acid sequence and an MHC pseudo amino acid sequence, predict their binding affinity value. This is MHC class II binding data. The peptide sequence is ASFIYDGRLVDSIGS. The MHC is DRB1_0405 with pseudo-sequence DRB1_0405. The binding affinity (normalized) is 0.285.